From a dataset of Catalyst prediction with 721,799 reactions and 888 catalyst types from USPTO. Predict which catalyst facilitates the given reaction. (1) Reactant: ClC1C=CC=C(C(OO)=[O:9])C=1.[CH3:12][C:13](=[CH2:25])[CH2:14][N:15]1[C:19]2[CH:20]=[CH:21][CH:22]=[CH:23][C:18]=2[O:17][C:16]1=[O:24]. Product: [CH3:25][C:13]1([CH2:14][N:15]2[C:19]3[CH:20]=[CH:21][CH:22]=[CH:23][C:18]=3[O:17][C:16]2=[O:24])[CH2:12][O:9]1. The catalyst class is: 2. (2) Reactant: [H-].[H-].[H-].[H-].[Li+].[Al+3].[Br:7][C:8]1[C:9]([F:17])=[C:10]([C:13]([Cl:16])=[CH:14][CH:15]=1)[CH:11]=[O:12].O.Cl. Product: [Br:7][C:8]1[C:9]([F:17])=[C:10]([CH2:11][OH:12])[C:13]([Cl:16])=[CH:14][CH:15]=1. The catalyst class is: 1. (3) Reactant: [CH3:1][O:2][C:3](=[O:26])[CH2:4][C:5]1[C:14]([CH3:15])=[C:13](B2OC(C)(C)C(C)(C)O2)[C:12]2[C:7](=[CH:8][CH:9]=[C:10]([Cl:25])[CH:11]=2)[CH:6]=1.Br[C:28]1[CH:33]=[CH:32][C:31]([S:34][C:35]2[CH:40]=[C:39]([C:41]([F:44])([F:43])[F:42])[CH:38]=[C:37]([C:45]([F:48])([F:47])[F:46])[CH:36]=2)=[CH:30][CH:29]=1.C(=O)(O)[O-].[Na+].O. Product: [CH3:1][O:2][C:3](=[O:26])[CH2:4][C:5]1[C:14]([CH3:15])=[C:13]([C:28]2[CH:29]=[CH:30][C:31]([S:34][C:35]3[CH:36]=[C:37]([C:45]([F:47])([F:46])[F:48])[CH:38]=[C:39]([C:41]([F:44])([F:42])[F:43])[CH:40]=3)=[CH:32][CH:33]=2)[C:8]2[C:7](=[CH:12][CH:11]=[C:10]([Cl:25])[CH:9]=2)[CH:6]=1. The catalyst class is: 564. (4) Reactant: S(S([O-])=O)([O-])=O.[Na+].[Na+].[F:9][C:10]1[C:15]([CH3:16])=[CH:14][CH:13]=[C:12]([N+:17]([O-])=O)[C:11]=1[O:20][C:21]1[C:30]2[C:25](=[CH:26][CH:27]=[CH:28][CH:29]=2)[CH:24]=[CH:23][CH:22]=1. Product: [F:9][C:10]1[C:11]([O:20][C:21]2[C:30]3[C:25](=[CH:26][CH:27]=[CH:28][CH:29]=3)[CH:24]=[CH:23][CH:22]=2)=[C:12]([NH2:17])[CH:13]=[CH:14][C:15]=1[CH3:16]. The catalyst class is: 90. (5) Reactant: C([O:5][C:6]([C:8]1([CH2:12][NH:13][C:14]([C:16]2[N:17]=[C:18]([C:36]#[N:37])[C:19]3[C:24]([C:25]=2[OH:26])=[CH:23][CH:22]=[C:21]([O:27][C:28]2[C:33]([F:34])=[CH:32][CH:31]=[CH:30][C:29]=2[F:35])[CH:20]=3)=[O:15])[CH2:11][CH2:10][CH2:9]1)=[O:7])(C)(C)C.C(O)(C(F)(F)F)=O. Product: [C:36]([C:18]1[C:19]2[C:24](=[CH:23][CH:22]=[C:21]([O:27][C:28]3[C:33]([F:34])=[CH:32][CH:31]=[CH:30][C:29]=3[F:35])[CH:20]=2)[C:25]([OH:26])=[C:16]([C:14]([NH:13][CH2:12][C:8]2([C:6]([OH:7])=[O:5])[CH2:9][CH2:10][CH2:11]2)=[O:15])[N:17]=1)#[N:37]. The catalyst class is: 2. (6) Reactant: [Cl:1][C:2]1[CH:7]=[CH:6][C:5]([CH:8]([C:20]2[CH:25]=[CH:24][C:23]([Cl:26])=[CH:22][CH:21]=2)[C:9]2[CH:10]=[C:11]3[C:16](=[CH:17][CH:18]=2)[N:15]=[CH:14][N:13]=[C:12]3Cl)=[CH:4][CH:3]=1.[NH2:27][CH:28]1[CH2:33][CH2:32][NH:31][C:30](=[O:34])[CH2:29]1.CC(O)C. Product: [Cl:26][C:23]1[CH:22]=[CH:21][C:20]([CH:8]([C:5]2[CH:6]=[CH:7][C:2]([Cl:1])=[CH:3][CH:4]=2)[C:9]2[CH:10]=[C:11]3[C:16](=[CH:17][CH:18]=2)[N:15]=[CH:14][N:13]=[C:12]3[NH:27][CH:28]2[CH2:33][CH2:32][NH:31][C:30](=[O:34])[CH2:29]2)=[CH:25][CH:24]=1. The catalyst class is: 66. (7) Reactant: S(Cl)(Cl)=O.C1(CCCC(O)=O)C=CC=CC=1.C1(CCCC(Cl)=O)C=CC=CC=1.[CH3:29][O:30][C:31]1[CH:32]=[C:33]2[C:38](=[CH:39][C:40]=1[O:41][CH3:42])[N:37]=[CH:36][N:35]=[C:34]2[O:43][C:44]1[CH:50]=[CH:49][C:47]([NH2:48])=[CH:46][CH:45]=1.[C:51]1([CH2:57][CH2:58][CH2:59][C:60]([N:62]=[C:63]=[S:64])=[O:61])[CH:56]=[CH:55][CH:54]=[CH:53][CH:52]=1. Product: [CH3:29][O:30][C:31]1[CH:32]=[C:33]2[C:38](=[CH:39][C:40]=1[O:41][CH3:42])[N:37]=[CH:36][N:35]=[C:34]2[O:43][C:44]1[CH:50]=[CH:49][C:47]([NH:48][C:63]([NH:62][C:60](=[O:61])[CH2:59][CH2:58][CH2:57][C:51]2[CH:52]=[CH:53][CH:54]=[CH:55][CH:56]=2)=[S:64])=[CH:46][CH:45]=1. The catalyst class is: 234.